Dataset: Reaction yield outcomes from USPTO patents with 853,638 reactions. Task: Predict the reaction yield, written as a fraction of the theoretical maximum amount of product (1.0 means a 100% yield; for example, 0.34 means a 34% yield). (1) The reactants are [Br:1][C:2]1[CH:3]=[C:4]([CH2:21][CH:22]([OH:27])[C:23]([O:25][CH3:26])=[O:24])[CH:5]=[C:6]([Br:20])[C:7]=1[O:8][C:9]1[CH:14]=[C:13]([CH:15]([CH3:17])[CH3:16])[C:12]([OH:18])=[C:11](I)[CH:10]=1.C(N(C(C)C)CC)(C)C.[Cl-].[Li+].[CH:39]([C:41]1[CH:46]=[CH:45][N:44]=[CH:43][CH:42]=1)=[CH2:40]. The catalyst is CN(C=O)C.C([O-])(=O)C.[Pd+2].C([O-])(=O)C. The yield is 0.630. The product is [Br:1][C:2]1[CH:3]=[C:4]([CH2:21][CH:22]([OH:27])[C:23]([O:25][CH3:26])=[O:24])[CH:5]=[C:6]([Br:20])[C:7]=1[O:8][C:9]1[CH:10]=[C:11](/[CH:40]=[CH:39]/[C:41]2[CH:46]=[CH:45][N:44]=[CH:43][CH:42]=2)[C:12]([OH:18])=[C:13]([CH:15]([CH3:17])[CH3:16])[CH:14]=1. (2) The reactants are [C:1]1([C:7]2[C:19]([C:20]([CH3:23])([CH3:22])[CH3:21])=[CH:18][C:17]3[C:16]4[C:11](=[CH:12][C:13]([C:28]5[CH:33]=[CH:32][CH:31]=[CH:30][CH:29]=5)=[C:14]([C:24]([CH3:27])([CH3:26])[CH3:25])[CH:15]=4)[CH2:10][C:9]=3[CH:8]=2)[CH:6]=[CH:5][CH:4]=[CH:3][CH:2]=1.[CH3:34][CH2:35][CH2:36][CH2:37][CH2:38][CH3:39].C1([C:46]2[C:50](=C)[CH:49]=[CH:48][CH:47]=2)CCCCC1.Cl. The catalyst is O1CCCC1.C(OCC)C. The product is [C:36]1(=[C:15]2[C:16]3[C:11]([CH:10]=[C:9]4[C:17]=3[CH:18]=[C:19]([C:20]([CH3:21])([CH3:22])[CH3:23])[C:7]([C:1]3[CH:6]=[CH:5][CH:4]=[CH:3][CH:2]=3)=[CH:8]4)=[C:12]([CH:49]3[CH:48]=[CH:47][CH:46]=[CH:50]3)[C:13]([C:28]3[CH:29]=[CH:30][CH:31]=[CH:32][CH:33]=3)=[C:14]2[C:24]([CH3:26])([CH3:27])[CH3:25])[CH2:35][CH2:34][CH2:39][CH2:38][CH2:37]1. The yield is 0.640. (3) The reactants are [Br:1][C:2]1[CH:3]=[C:4]([S:8](Cl)(=[O:10])=[O:9])[CH:5]=[N:6][CH:7]=1.[CH3:12][O:13][CH2:14][CH2:15][NH2:16]. The catalyst is C1COCC1. The product is [Br:1][C:2]1[CH:3]=[C:4]([S:8]([NH:16][CH2:15][CH2:14][O:13][CH3:12])(=[O:10])=[O:9])[CH:5]=[N:6][CH:7]=1. The yield is 0.270. (4) The reactants are [N:1]1[CH:6]=[CH:5][CH:4]=[CH:3][C:2]=1[O:7][CH2:8][C:9]1[CH:16]=[CH:15][C:12]([CH:13]=O)=[CH:11][CH:10]=1.[N+:17]([CH3:20])([O-:19])=[O:18].C([O-])(=O)C.[NH4+].C(O)(=O)C. The catalyst is O. The product is [N+:17](/[CH:20]=[CH:13]/[C:12]1[CH:15]=[CH:16][C:9]([CH2:8][O:7][C:2]2[CH:3]=[CH:4][CH:5]=[CH:6][N:1]=2)=[CH:10][CH:11]=1)([O-:19])=[O:18]. The yield is 0.745. (5) The reactants are [O:1]1[CH2:6][CH2:5][N:4]([CH2:7][C:8]2[CH:9]=[C:10]([NH:18][C:19](=[O:27])OC3C=CC=CC=3)[CH:11]=[C:12]([C:14]([F:17])([F:16])[F:15])[CH:13]=2)[CH2:3][CH2:2]1.[CH3:28][O:29][C:30]1[CH:31]=[C:32]2[C:37](=[CH:38][C:39]=1[O:40][CH3:41])[N:36]=[CH:35][N:34]=[C:33]2[O:42][C:43]1[CH:44]=[C:45]([CH:47]=[CH:48][CH:49]=1)[NH2:46].C(N(C(C)C)CC)(C)C. The catalyst is CN(C1C=CN=CC=1)C. The product is [CH3:28][O:29][C:30]1[CH:31]=[C:32]2[C:37](=[CH:38][C:39]=1[O:40][CH3:41])[N:36]=[CH:35][N:34]=[C:33]2[O:42][C:43]1[CH:44]=[C:45]([NH:46][C:19]([NH:18][C:10]2[CH:11]=[C:12]([C:14]([F:16])([F:15])[F:17])[CH:13]=[C:8]([CH2:7][N:4]3[CH2:5][CH2:6][O:1][CH2:2][CH2:3]3)[CH:9]=2)=[O:27])[CH:47]=[CH:48][CH:49]=1. The yield is 0.320. (6) The reactants are [CH2:1]1[C:9]2[C:4](=[CH:5][CH:6]=[CH:7][CH:8]=2)[CH2:3][NH:2]1.[F:10][CH:11]([F:43])[CH2:12][CH2:13][C:14]([C:25]1[CH:26]=[C:27]2[C:31](=[CH:32][CH:33]=1)[N:30]([C:34]([O:36][C:37]([CH3:40])([CH3:39])[CH3:38])=[O:35])[C:29](=[O:41])[C:28]2=[O:42])([C:20]([O:22][CH2:23][CH3:24])=[O:21])[CH2:15][CH2:16][CH:17]([F:19])[F:18]. The catalyst is O1CCCC1. The product is [C:37]([O:36][C:34]([NH:30][C:31]1[CH:32]=[CH:33][C:25]([C:14]([CH2:15][CH2:16][CH:17]([F:19])[F:18])([CH2:13][CH2:12][CH:11]([F:43])[F:10])[C:20]([O:22][CH2:23][CH3:24])=[O:21])=[CH:26][C:27]=1[C:28](=[O:42])[C:29]([N:2]1[CH2:3][C:4]2[C:9](=[CH:8][CH:7]=[CH:6][CH:5]=2)[CH2:1]1)=[O:41])=[O:35])([CH3:39])([CH3:38])[CH3:40]. The yield is 0.240. (7) The reactants are C(OC([N:8]1[CH2:12][CH2:11][CH:10]([CH2:13][N:14]2[C:22]3[C:17](=[CH:18][C:19]([O:23][CH:24]([F:26])[F:25])=[CH:20][CH:21]=3)[C:16]([C:27]3[N:28]=[C:29]4[C:35]([C:36](=[O:42])[NH:37][C:38]([CH3:41])([CH3:40])[CH3:39])=[CH:34][N:33](COCC[Si](C)(C)C)[C:30]4=[N:31][CH:32]=3)=[N:15]2)[CH2:9]1)=O)(C)(C)C.FC(F)(F)C(O)=O.C(N)CN.O. The catalyst is ClCCl.C(OCC)(=O)C. The product is [C:38]([NH:37][C:36]([C:35]1[C:29]2[C:30](=[N:31][CH:32]=[C:27]([C:16]3[C:17]4[C:22](=[CH:21][CH:20]=[C:19]([O:23][CH:24]([F:25])[F:26])[CH:18]=4)[N:14]([CH2:13][CH:10]4[CH2:11][CH2:12][NH:8][CH2:9]4)[N:15]=3)[N:28]=2)[NH:33][CH:34]=1)=[O:42])([CH3:41])([CH3:39])[CH3:40]. The yield is 0.350.